This data is from Forward reaction prediction with 1.9M reactions from USPTO patents (1976-2016). The task is: Predict the product of the given reaction. (1) Given the reactants [C:1]([CH2:3][S:4][C:5]1[NH:6][C:7](=[O:16])[CH:8]=[C:9]([CH2:13][CH2:14][CH3:15])[C:10]=1[C:11]#[N:12])#[N:2].C1C=CC(N([S:24]([C:27]([F:30])([F:29])[F:28])(=[O:26])=[O:25])[S:24]([C:27]([F:30])([F:29])[F:28])(=[O:26])=[O:25])=CC=1.C(N(C(C)C)CC)(C)C, predict the reaction product. The product is: [C:11]([C:10]1[C:9]([CH2:13][CH2:14][CH3:15])=[CH:8][C:7]([O:16][S:24]([C:27]([F:30])([F:29])[F:28])(=[O:26])=[O:25])=[N:6][C:5]=1[S:4][CH2:3][C:1]#[N:2])#[N:12]. (2) Given the reactants [F:1][C:2]1[CH:7]=[CH:6][C:5]([C:8]2[O:9][C:10]([CH3:24])=[C:11]([CH2:13][C:14]([NH:16][CH2:17][C@@H:18]3[O:23][CH2:22][CH2:21][NH:20][CH2:19]3)=[O:15])[N:12]=2)=[CH:4][CH:3]=1.[Cl:25][C:26]1[CH:31]=[CH:30][C:29]([CH2:32][CH2:33][CH:34]=O)=[CH:28][CH:27]=1.C(O)(=O)C.C(O[BH-](OC(=O)C)OC(=O)C)(=O)C.[Na+], predict the reaction product. The product is: [Cl:25][C:26]1[CH:31]=[CH:30][C:29]([CH2:32][CH2:33][CH2:34][N:20]2[CH2:21][CH2:22][O:23][C@@H:18]([CH2:17][NH:16][C:14](=[O:15])[CH2:13][C:11]3[N:12]=[C:8]([C:5]4[CH:4]=[CH:3][C:2]([F:1])=[CH:7][CH:6]=4)[O:9][C:10]=3[CH3:24])[CH2:19]2)=[CH:28][CH:27]=1. (3) Given the reactants [CH2:1]([C:4]1[CH:9]=[C:8]([Cl:10])[CH:7]=[C:6]([Br:11])[C:5]=1[OH:12])[CH:2]=C.[O:13]=[O+][O-].[BH4-].[Na+], predict the reaction product. The product is: [Br:11][C:6]1[CH:7]=[C:8]([Cl:10])[CH:9]=[C:4]([CH2:1][CH2:2][OH:13])[C:5]=1[OH:12]. (4) Given the reactants [Cl:1][C:2]1[CH:10]=[CH:9][C:5]([C:6](Cl)=[O:7])=[CH:4][N:3]=1.[CH3:11][NH:12][O:13][CH3:14].C(N(CC)CC)C, predict the reaction product. The product is: [Cl:1][C:2]1[CH:10]=[CH:9][C:5]([C:6]([N:12]([O:13][CH3:14])[CH3:11])=[O:7])=[CH:4][N:3]=1. (5) The product is: [NH2:5][CH2:10][C@@H:9]([CH2:11][C@H:12]([CH2:15][C:16]1[CH:21]=[CH:20][C:19]([F:22])=[CH:18][C:17]=1[F:23])[CH2:13][CH3:14])[C:8]([OH:24])=[O:31]. Given the reactants COC([N:5]1[CH2:10][CH:9]([CH2:11][CH:12]([CH2:15][C:16]2[CH:21]=[CH:20][C:19]([F:22])=[CH:18][C:17]=2[F:23])[CH2:13][CH3:14])[C:8](=[O:24])N(C)C1C(C)(C)C)=O.Cl.[O:31]1CCOCC1, predict the reaction product. (6) Given the reactants [Br:1][C:2]1[CH:7]=[CH:6][C:5]([CH2:8][C:9](OCC)=[O:10])=[CH:4][CH:3]=1.[H-].C([Al+]CC(C)C)C(C)C, predict the reaction product. The product is: [Br:1][C:2]1[CH:7]=[CH:6][C:5]([CH2:8][CH:9]=[O:10])=[CH:4][CH:3]=1. (7) Given the reactants ClC1C=CC(N2C(=O)C3C(=C4CCCNC4=CC=3)N=C2C(C)C)=CC=1.C([N:29]1[C:34]2=[CH:35][CH:36]=[C:37]3[C:42]([N:41]=[C:40]([CH:43]([CH3:45])[CH3:44])[N:39]([C:46]4[CH:51]=[CH:50][C:49]([Cl:52])=[CH:48][CH:47]=4)[C:38]3=[O:53])=[C:33]2[CH2:32][CH:31]([CH3:54])[CH2:30]1)(=O)C, predict the reaction product. The product is: [Cl:52][C:49]1[CH:48]=[CH:47][C:46]([N:39]2[C:38](=[O:53])[C:37]3[C:42](=[C:33]4[CH2:32][CH:31]([CH3:54])[CH2:30][NH:29][C:34]4=[CH:35][CH:36]=3)[N:41]=[C:40]2[CH:43]([CH3:45])[CH3:44])=[CH:51][CH:50]=1. (8) Given the reactants [CH:1]1([NH:4][C:5](=[O:14])[C:6]2[CH:11]=[CH:10][C:9]([F:12])=[CH:8][C:7]=2[OH:13])[CH2:3][CH2:2]1.[O:15]1[CH2:17][C@H:16]1[CH2:18]OS(C1C=CC=C([N+]([O-])=O)C=1)(=O)=O.C([O-])([O-])=O.[Cs+].[Cs+], predict the reaction product. The product is: [CH:1]1([NH:4][C:5](=[O:14])[C:6]2[CH:11]=[CH:10][C:9]([F:12])=[CH:8][C:7]=2[O:13][CH2:18][CH:16]2[CH2:17][O:15]2)[CH2:2][CH2:3]1. (9) Given the reactants [C:1]([O:5][C@@H:6]([C:11]1[C:32]([CH3:33])=[CH:31][C:14]2[N:15]=[C:16]([C:18]3[CH:23]=[CH:22][N:21]=[C:20]([N:24]4[CH2:29][CH2:28][NH:27][C@H:26]([CH3:30])[CH2:25]4)[N:19]=3)[S:17][C:13]=2[C:12]=1[C:34]1[CH:39]=[CH:38][C:37]([Cl:40])=[CH:36][CH:35]=1)[C:7]([O:9][CH3:10])=[O:8])([CH3:4])([CH3:3])[CH3:2].[C:41](O[BH-](OC(=O)C)OC(=O)C)(=O)C.[Na+].C(O)(=O)C.C=O, predict the reaction product. The product is: [C:1]([O:5][C@@H:6]([C:11]1[C:32]([CH3:33])=[CH:31][C:14]2[N:15]=[C:16]([C:18]3[CH:23]=[CH:22][N:21]=[C:20]([N:24]4[CH2:29][CH2:28][N:27]([CH3:41])[C@H:26]([CH3:30])[CH2:25]4)[N:19]=3)[S:17][C:13]=2[C:12]=1[C:34]1[CH:35]=[CH:36][C:37]([Cl:40])=[CH:38][CH:39]=1)[C:7]([O:9][CH3:10])=[O:8])([CH3:2])([CH3:3])[CH3:4].